This data is from Forward reaction prediction with 1.9M reactions from USPTO patents (1976-2016). The task is: Predict the product of the given reaction. (1) Given the reactants C(N(CC)CC)C.[Cl:8][C:9]1[CH:14]=[C:13](Cl)[CH:12]=[CH:11][N:10]=1.[NH:16]1[CH2:21][CH2:20][O:19][CH2:18][CH2:17]1, predict the reaction product. The product is: [Cl:8][C:9]1[CH:14]=[C:13]([N:16]2[CH2:21][CH2:20][O:19][CH2:18][CH2:17]2)[CH:12]=[CH:11][N:10]=1. (2) Given the reactants [CH3:1][O:2][C:3]1[N:12]=[CH:11][CH:10]=[C:9]2[C:4]=1[CH:5]=[C:6]([C:14]1[CH:19]=[CH:18][CH:17]=[CH:16][CH:15]=1)[C:7](=[O:13])[NH:8]2.N1C(C)=CC=CC=1C.[S:28](O[S:28]([C:31]([F:34])([F:33])[F:32])(=[O:30])=[O:29])([C:31]([F:34])([F:33])[F:32])(=[O:30])=[O:29].C(=O)(O)[O-].[Na+], predict the reaction product. The product is: [F:32][C:31]([F:34])([F:33])[S:28]([O:13][C:7]1[C:6]([C:14]2[CH:19]=[CH:18][CH:17]=[CH:16][CH:15]=2)=[CH:5][C:4]2[C:9](=[CH:10][CH:11]=[N:12][C:3]=2[O:2][CH3:1])[N:8]=1)(=[O:30])=[O:29]. (3) Given the reactants Br[C:2]1[C:7](=[O:8])[N:6]([CH2:9][C:10]2[CH:15]=[CH:14][C:13]([C:16]3[C:17]([C:22]#[N:23])=[CH:18][CH:19]=[CH:20][CH:21]=3)=[CH:12][CH:11]=2)[C:5]([CH2:24][CH2:25][CH3:26])=[N:4][C:3]=1[CH2:27][CH3:28].[CH2:29]([O:31][C:32]1[N:37]=[CH:36][C:35](B(O)O)=[CH:34][CH:33]=1)[CH3:30].C(=O)([O-])[O-].[Cs+].[Cs+].O1CCOCC1, predict the reaction product. The product is: [CH2:29]([O:31][C:32]1[N:37]=[CH:36][C:35]([C:2]2[C:7](=[O:8])[N:6]([CH2:9][C:10]3[CH:15]=[CH:14][C:13]([C:16]4[C:17]([C:22]#[N:23])=[CH:18][CH:19]=[CH:20][CH:21]=4)=[CH:12][CH:11]=3)[C:5]([CH2:24][CH2:25][CH3:26])=[N:4][C:3]=2[CH2:27][CH3:28])=[CH:34][CH:33]=1)[CH3:30]. (4) Given the reactants C[O:2][C:3]([C:5]1[CH:24]=[CH:23][C:8]([CH2:9][NH:10][C:11](=[O:22])[NH:12][C:13]2[CH:17]=[CH:16][S:15][C:14]=2[C:18](OC)=[O:19])=[CH:7][CH:6]=1)=[O:4].[OH-].[Na+].O, predict the reaction product. The product is: [O:22]=[C:11]1[NH:12][C:13]2[CH:17]=[CH:16][S:15][C:14]=2[C:18](=[O:19])[N:10]1[CH2:9][C:8]1[CH:23]=[CH:24][C:5]([C:3]([OH:2])=[O:4])=[CH:6][CH:7]=1. (5) Given the reactants [O:1]1[CH2:6][CH2:5][N:4]([C:7]2[CH:12]=[CH:11][C:10]([NH:13][C:14]3[NH:15][C:16](=[O:25])[C:17]([C:20]([O:22]CC)=[O:21])=[CH:18][N:19]=3)=[CH:9][CH:8]=2)[CH2:3][CH2:2]1.[OH-].[Na+:27], predict the reaction product. The product is: [O:1]1[CH2:6][CH2:5][N:4]([C:7]2[CH:12]=[CH:11][C:10]([NH:13][C:14]3[N:15]=[C:16]([O-:25])[C:17]([C:20]([O-:22])=[O:21])=[CH:18][N:19]=3)=[CH:9][CH:8]=2)[CH2:3][CH2:2]1.[Na+:27].[Na+:27]. (6) Given the reactants Cl[C:2]1[O:3][C:4]2[CH:10]=[CH:9][CH:8]=[CH:7][C:5]=2[N:6]=1.[NH2:11][C:12]1[CH:13]=[C:14]([C:19]2[CH:24]=[CH:23][N:22]=[C:21]([NH:25][C:26](=[O:28])[CH3:27])[CH:20]=2)[CH:15]=[N:16][C:17]=1[CH3:18].C(=O)([O-])[O-].[K+].[K+].CN[C@@H]1CCCC[C@H]1NC, predict the reaction product. The product is: [O:3]1[C:4]2[CH:10]=[CH:9][CH:8]=[CH:7][C:5]=2[N:6]=[C:2]1[NH:11][C:12]1[CH:13]=[C:14]([C:19]2[CH:24]=[CH:23][N:22]=[C:21]([NH:25][C:26](=[O:28])[CH3:27])[CH:20]=2)[CH:15]=[N:16][C:17]=1[CH3:18]. (7) The product is: [ClH:1].[CH2:2]([NH:9][C:11]([NH2:12])=[NH:10])[C:3]1[CH:8]=[CH:7][CH:6]=[CH:5][CH:4]=1. Given the reactants [ClH:1].[CH2:2]([NH2:9])[C:3]1[CH:8]=[CH:7][CH:6]=[CH:5][CH:4]=1.[N:10]#[C:11][NH2:12], predict the reaction product. (8) Given the reactants [CH3:1][O:2][C:3]1[CH:4]=[C:5]([CH:14]([CH3:18])[C:15]([OH:17])=O)[CH:6]=[N:7][C:8]=1[NH:9][S:10]([CH3:13])(=[O:12])=[O:11].C(N=C=NCCCN(C)C)C.ON1C2C=CC=CC=2N=N1.[Cl:40][C:41]1[CH:42]=[C:43]([N:47]2[C:51]([CH2:52][NH2:53])=[CH:50][C:49]([C:54]([F:57])([F:56])[F:55])=[N:48]2)[CH:44]=[CH:45][CH:46]=1, predict the reaction product. The product is: [Cl:40][C:41]1[CH:42]=[C:43]([N:47]2[C:51]([CH2:52][NH:53][C:15](=[O:17])[CH:14]([C:5]3[CH:6]=[N:7][C:8]([NH:9][S:10]([CH3:13])(=[O:11])=[O:12])=[C:3]([O:2][CH3:1])[CH:4]=3)[CH3:18])=[CH:50][C:49]([C:54]([F:55])([F:56])[F:57])=[N:48]2)[CH:44]=[CH:45][CH:46]=1. (9) Given the reactants [NH:1]([C:18]([O:20][C:21]([CH3:24])([CH3:23])[CH3:22])=[O:19])[C@H:2]([C:15]([OH:17])=[O:16])[CH2:3][CH2:4][C:5](=[O:14])[O:6][CH2:7][C:8]1[CH:13]=[CH:12][CH:11]=[CH:10][CH:9]=1.[CH:25]1(O)[CH2:29][CH2:28][CH2:27][CH2:26]1.C(Cl)CCl, predict the reaction product. The product is: [CH:25]1([O:16][C:15](=[O:17])[C@@H:2]([NH:1][C:18]([O:20][C:21]([CH3:24])([CH3:23])[CH3:22])=[O:19])[CH2:3][CH2:4][C:5]([O:6][CH2:7][C:8]2[CH:13]=[CH:12][CH:11]=[CH:10][CH:9]=2)=[O:14])[CH2:29][CH2:28][CH2:27][CH2:26]1. (10) Given the reactants [OH:1][C:2]1[CH:10]=[CH:9][C:8]([C:11]2[N:12]([C:27]([O:29][C:30]([CH3:33])([CH3:32])[CH3:31])=[O:28])[C:13]3[C:18]([CH:19]=2)=[CH:17][C:16]([CH2:20][N:21]2[CH2:26][CH2:25][CH2:24][CH2:23][CH2:22]2)=[CH:15][CH:14]=3)=[C:7]2[C:3]=1[CH2:4][NH:5][C:6]2=[O:34].C(N(CC)CC)C.[CH3:42][C:43]1[CH:44]=[C:45]([S:50](Cl)(=[O:52])=[O:51])[CH:46]=[CH:47][C:48]=1[CH3:49], predict the reaction product. The product is: [CH3:42][C:43]1[CH:44]=[C:45]([S:50]([O:1][C:2]2[CH:10]=[CH:9][C:8]([C:11]3[N:12]([C:27]([O:29][C:30]([CH3:31])([CH3:33])[CH3:32])=[O:28])[C:13]4[C:18]([CH:19]=3)=[CH:17][C:16]([CH2:20][N:21]3[CH2:26][CH2:25][CH2:24][CH2:23][CH2:22]3)=[CH:15][CH:14]=4)=[C:7]3[C:3]=2[CH2:4][NH:5][C:6]3=[O:34])(=[O:51])=[O:52])[CH:46]=[CH:47][C:48]=1[CH3:49].